Dataset: Forward reaction prediction with 1.9M reactions from USPTO patents (1976-2016). Task: Predict the product of the given reaction. (1) Given the reactants Cl.[C:2]([C:5]1[CH:6]=[CH:7][C:8]2[O:13][CH2:12][CH:11]([C:14](N)=[O:15])[O:10][C:9]=2[CH:17]=1)(=[O:4])[CH3:3].[CH2:18]([OH:20])[CH3:19], predict the reaction product. The product is: [C:2]([C:5]1[CH:6]=[CH:7][C:8]2[O:13][CH2:12][CH:11]([C:14]([O:20][CH2:18][CH3:19])=[O:15])[O:10][C:9]=2[CH:17]=1)(=[O:4])[CH3:3]. (2) Given the reactants [F:1][C:2]1[CH:34]=[CH:33][C:5]([CH2:6][NH:7][C:8]([C:10]2[N:11]=[C:12]([C:19]([NH:22]C(=O)OCC3C=CC=CC=3)([CH3:21])[CH3:20])[N:13]([CH3:18])[C:14](=[O:17])[C:15]=2[OH:16])=[O:9])=[CH:4][CH:3]=1, predict the reaction product. The product is: [NH2:22][C:19]([C:12]1[N:13]([CH3:18])[C:14](=[O:17])[C:15]([OH:16])=[C:10]([C:8]([NH:7][CH2:6][C:5]2[CH:4]=[CH:3][C:2]([F:1])=[CH:34][CH:33]=2)=[O:9])[N:11]=1)([CH3:21])[CH3:20]. (3) Given the reactants [CH:1]([C:9]1[NH:13][C:12]2[CH:14]=[CH:15][CH:16]=[CH:17][C:11]=2[N:10]=1)=[CH:2][C:3]1[CH:8]=[CH:7][CH:6]=[CH:5][CH:4]=1.Br[C:19]1[S:20][CH:21]=[CH:22][N:23]=1.C(=O)([O-])[O-].[K+].[K+].[N+](C1C=CC=CC=1)([O-])=O, predict the reaction product. The product is: [CH:1](/[C:9]1[N:10]([C:19]2[S:20][CH:21]=[CH:22][N:23]=2)[C:11]2[CH:17]=[CH:16][CH:15]=[CH:14][C:12]=2[N:13]=1)=[CH:2]\[C:3]1[CH:4]=[CH:5][CH:6]=[CH:7][CH:8]=1. (4) Given the reactants [O-]S([O-])=O.[Na+:5].[Na+].C([O-])(O)=O.[Na+].[CH3:12][O:13][C:14]1[CH:19]=[CH:18][C:17]([S:20](Cl)(=[O:22])=[O:21])=[CH:16][C:15]=1[N+:24]([O-:26])=[O:25], predict the reaction product. The product is: [CH3:12][O:13][C:14]1[CH:19]=[CH:18][C:17]([S:20]([O-:22])=[O:21])=[CH:16][C:15]=1[N+:24]([O-:26])=[O:25].[Na+:5]. (5) Given the reactants C([C@@H]1N(C(=O)C2C=CC(OC3C=CC=CC=3)=CC=2)C[C@H](CC(C)C)NC1=O)C(C)C.[CH:31]1([C@@H:36]2[NH:41][C:40](=[O:42])[C@H:39]([CH2:43][CH:44]([CH3:46])[CH3:45])[NH:38][CH2:37]2)[CH2:35][CH2:34][CH2:33][CH2:32]1.[F:47][C:48]1[CH:53]=[CH:52][C:51]([C:54]2[O:58][N:57]=[C:56]([C:59](O)=[O:60])[N:55]=2)=[CH:50][CH:49]=1, predict the reaction product. The product is: [CH:31]1([C@@H:36]2[NH:41][C:40](=[O:42])[C@H:39]([CH2:43][CH:44]([CH3:46])[CH3:45])[N:38]([C:59]([C:56]3[N:55]=[C:54]([C:51]4[CH:52]=[CH:53][C:48]([F:47])=[CH:49][CH:50]=4)[O:58][N:57]=3)=[O:60])[CH2:37]2)[CH2:32][CH2:33][CH2:34][CH2:35]1. (6) Given the reactants Br[C:2]1[CH:7]=[C:6]([CH2:8][NH:9][C:10]2[CH:28]=[CH:27][CH:26]=[CH:25][C:11]=2[C:12]([NH:14][C:15]2[CH:16]=[CH:17][C:18]3[C:22]([CH:23]=2)=[N:21][N:20]([CH3:24])[CH:19]=3)=[O:13])[CH:5]=[CH:4][N:3]=1.[CH3:29][N:30]([CH3:34])[C:31]([NH2:33])=[O:32].CN(C=O)C.C(=O)([O-])[O-].[Cs+].[Cs+], predict the reaction product. The product is: [CH3:29][N:30]([CH3:34])[C:31](=[O:32])[NH:33][C:2]1[CH:7]=[C:6]([CH2:8][NH:9][C:10]2[CH:28]=[CH:27][CH:26]=[CH:25][C:11]=2[C:12]([NH:14][C:15]2[CH:16]=[CH:17][C:18]3[C:22]([CH:23]=2)=[N:21][N:20]([CH3:24])[CH:19]=3)=[O:13])[CH:5]=[CH:4][N:3]=1.